Task: Predict which catalyst facilitates the given reaction.. Dataset: Catalyst prediction with 721,799 reactions and 888 catalyst types from USPTO (1) Product: [F:1][C:2]1[CH:3]=[C:4]([CH:5]=[CH:6][C:7]=1[F:8])[O:9][C:15]1[C:16]([C:19]#[N:20])=[N:17][CH:18]=[C:13]([S:24][C:25]2[CH:30]=[CH:29][CH:28]=[CH:27][N:26]=2)[CH:14]=1. Reactant: [F:1][C:2]1[CH:3]=[C:4]([OH:9])[CH:5]=[CH:6][C:7]=1[F:8].[H-].[Na+].Br[C:13]1[CH:14]=[C:15]([N+]([O-])=O)[C:16]([C:19]#[N:20])=[N:17][CH:18]=1.[SH:24][C:25]1[CH:30]=[CH:29][CH:28]=[CH:27][N:26]=1.[Cl-].[NH4+]. The catalyst class is: 434. (2) Reactant: [Cl:1][C:2]1[CH:3]=[C:4]([NH:17][C:18]2[C:19]3[C:20](=[CH:24][N:25]([CH2:27][C:28]4[CH:36]=[CH:35][C:31]([C:32]([OH:34])=O)=[CH:30][CH:29]=4)[N:26]=3)[N:21]=[CH:22][N:23]=2)[CH:5]=[CH:6][C:7]=1[O:8][CH2:9][C:10]1[CH:15]=[CH:14][CH:13]=[C:12]([F:16])[CH:11]=1.[CH3:37][O:38][CH2:39][CH2:40][NH2:41].ON1C2C=CC=CC=2N=N1.Cl.CN(C)CCCN=C=NCC. Product: [Cl:1][C:2]1[CH:3]=[C:4]([NH:17][C:18]2[C:19]3[C:20](=[CH:24][N:25]([CH2:27][C:28]4[CH:36]=[CH:35][C:31]([C:32]([NH:41][CH2:40][CH2:39][O:38][CH3:37])=[O:34])=[CH:30][CH:29]=4)[N:26]=3)[N:21]=[CH:22][N:23]=2)[CH:5]=[CH:6][C:7]=1[O:8][CH2:9][C:10]1[CH:15]=[CH:14][CH:13]=[C:12]([F:16])[CH:11]=1. The catalyst class is: 289. (3) Product: [CH3:16][O:17][C:18](=[O:25])[CH2:19][C:20]1[N:13]=[C:11]([C:10]2[CH:9]=[N:8][C:7]([C:1]3[CH:2]=[CH:3][CH:4]=[CH:5][CH:6]=3)=[CH:15][CH:14]=2)[S:12][C:21]=1[CH3:22]. Reactant: [C:1]1([C:7]2[CH:15]=[CH:14][C:10]([C:11]([NH2:13])=[S:12])=[CH:9][N:8]=2)[CH:6]=[CH:5][CH:4]=[CH:3][CH:2]=1.[CH3:16][O:17][C:18](=[O:25])[CH2:19][C:20](=O)[CH:21](Br)[CH3:22].C([O-])(O)=O.[Na+]. The catalyst class is: 12. (4) The catalyst class is: 8. Product: [F:10][C:11]1[CH:16]=[CH:15][C:14]([C:17]2[CH:21]=[CH:20][N:19]([CH:22]3[CH2:23][CH2:24][N:25]([CH2:5][CH2:4][N+:1]([O-:3])=[O:2])[CH2:26][CH2:27]3)[C:18]=2[C:28]2[CH:29]=[CH:30][N:31]=[CH:32][CH:33]=2)=[CH:13][CH:12]=1. Reactant: [N+:1]([CH2:4][CH2:5]OC(=O)C)([O-:3])=[O:2].[F:10][C:11]1[CH:16]=[CH:15][C:14]([C:17]2[CH:21]=[CH:20][N:19]([CH:22]3[CH2:27][CH2:26][NH:25][CH2:24][CH2:23]3)[C:18]=2[C:28]2[CH:33]=[CH:32][N:31]=[CH:30][CH:29]=2)=[CH:13][CH:12]=1. (5) Reactant: C[O:2][C:3](=[O:32])[C@H:4]([CH2:17][C:18]1[CH:23]=[CH:22][C:21]([C:24]2[C:25](=[O:31])[N:26]([CH3:30])[CH:27]=[CH:28][CH:29]=2)=[CH:20][CH:19]=1)[NH:5][C:6]([C:8]1[CH:13]=[C:12]([O:14][CH3:15])[CH:11]=[CH:10][C:9]=1[Br:16])=[O:7].O.[OH-].[Li+].CO.C(O)(=O)C. Product: [Br:16][C:9]1[CH:10]=[CH:11][C:12]([O:14][CH3:15])=[CH:13][C:8]=1[C:6]([NH:5][C@H:4]([C:3]([OH:32])=[O:2])[CH2:17][C:18]1[CH:23]=[CH:22][C:21]([C:24]2[C:25](=[O:31])[N:26]([CH3:30])[CH:27]=[CH:28][CH:29]=2)=[CH:20][CH:19]=1)=[O:7]. The catalyst class is: 20. (6) Reactant: C(=O)([O-])[O-].[K+].[K+].[NH2:7][C:8]([CH3:13])([CH2:11][F:12])[C:9]#[N:10].Cl[C:15]([O:17][CH2:18][C:19]1[CH:24]=[CH:23][CH:22]=[CH:21][CH:20]=1)=[O:16]. Product: [C:9]([C:8]([NH:7][C:15](=[O:16])[O:17][CH2:18][C:19]1[CH:24]=[CH:23][CH:22]=[CH:21][CH:20]=1)([CH3:13])[CH2:11][F:12])#[N:10]. The catalyst class is: 20. (7) Reactant: C([O-])([O-])=O.[Na+].[Na+].Br[C:8]1[CH:9]=[N:10][N:11]([CH:13]([CH3:15])[CH3:14])[CH:12]=1.[OH:16][C:17]([CH3:50])([CH3:49])[CH2:18][C@@:19]1([C:43]2[CH:48]=[CH:47][CH:46]=[CH:45][CH:44]=2)[O:24][C:23](=[O:25])[N:22]([C@H:26]([C:28]2[CH:33]=[CH:32][C:31](B3OC(C)(C)C(C)(C)O3)=[CH:30][CH:29]=2)[CH3:27])[CH2:21][CH2:20]1. Product: [OH:16][C:17]([CH3:49])([CH3:50])[CH2:18][C@@:19]1([C:43]2[CH:48]=[CH:47][CH:46]=[CH:45][CH:44]=2)[O:24][C:23](=[O:25])[N:22]([C@H:26]([C:28]2[CH:29]=[CH:30][C:31]([C:8]3[CH:9]=[N:10][N:11]([CH:13]([CH3:15])[CH3:14])[CH:12]=3)=[CH:32][CH:33]=2)[CH3:27])[CH2:21][CH2:20]1. The catalyst class is: 9.